From a dataset of Reaction yield outcomes from USPTO patents with 853,638 reactions. Predict the reaction yield, written as a fraction of the theoretical maximum amount of product (1.0 means a 100% yield; for example, 0.34 means a 34% yield). (1) The reactants are FC(F)(F)S(O[CH2:7][C@H:8]([CH3:11])[CH2:9][F:10])(=O)=O.[NH:14]1[C:22]2[C:17](=[CH:18][CH:19]=[CH:20][CH:21]=2)[C:16]([CH2:23][C@H:24]([NH2:26])[CH3:25])=[CH:15]1.C(N(C(C)C)C(C)C)C. The catalyst is O1CCOCC1.CCOC(C)=O. The product is [NH:14]1[C:22]2[C:17](=[CH:18][CH:19]=[CH:20][CH:21]=2)[C:16]([CH2:23][C@H:24]([NH:26][CH2:7][C@H:8]([CH3:11])[CH2:9][F:10])[CH3:25])=[CH:15]1. The yield is 0.880. (2) The reactants are [F:1][C:2]1[CH:7]=[CH:6][C:5]([C@@H:8]2[N:14]([C:15]([CH:17]3[CH2:22][CH2:21][O:20][CH2:19][CH2:18]3)=[O:16])[CH2:13][C:12]3[CH:23]=[CH:24][C:25]([C:27]([O:29]C)=O)=[CH:26][C:11]=3[O:10][CH2:9]2)=[CH:4][CH:3]=1.[NH2:31][OH:32].[OH-].[Na+]. The catalyst is C1COCC1.CO. The product is [F:1][C:2]1[CH:7]=[CH:6][C:5]([C@@H:8]2[N:14]([C:15]([CH:17]3[CH2:22][CH2:21][O:20][CH2:19][CH2:18]3)=[O:16])[CH2:13][C:12]3[CH:23]=[CH:24][C:25]([C:27]([NH:31][OH:32])=[O:29])=[CH:26][C:11]=3[O:10][CH2:9]2)=[CH:4][CH:3]=1. The yield is 0.335. (3) The reactants are [CH3:1]C([O-])(C)C.[K+].C[C@@:8]12[C:24](=O)[CH2:23]C[C@H]1[C@H:20]1[C@@H:11]([C:12]3[CH:13]=[CH:14][C:15](O)=[CH:16][C:17]=3[CH2:18][CH2:19]1)[CH2:10][CH2:9]2.[CH3:27][C:28]([CH3:30])=[O:29]. The catalyst is C1(C)C=CC=CC=1. The product is [OH:29][C:28]1[CH:30]=[CH:23][C:24]2[C@@H:20]3[C@H:11]([C@H:12]4[C@@:17]([CH2:18][CH2:19]3)([CH3:16])[C:15](=[CH2:1])[CH2:14][CH2:13]4)[CH2:10][CH2:9][C:8]=2[CH:27]=1. The yield is 0.970.